Dataset: Reaction yield outcomes from USPTO patents with 853,638 reactions. Task: Predict the reaction yield, written as a fraction of the theoretical maximum amount of product (1.0 means a 100% yield; for example, 0.34 means a 34% yield). (1) The reactants are [F:1][C:2]1[C:3]([CH3:26])=[C:4]([C@:8]2([C:22]([O:24][CH3:25])=[O:23])[CH2:12][CH2:11][C:10]([C:13]3[CH:21]=[C:20]4[C:16]([CH:17]=[N:18][NH:19]4)=[CH:15][CH:14]=3)=[CH:9]2)[CH:5]=[CH:6][CH:7]=1.C1OCCOCCOCCOCCOCCOC1.Cl[C:46]([F:51])([F:50])C([O-])=O.[Na+]. The catalyst is C(#N)C. The product is [F:50][CH:46]([F:51])[N:19]1[C:20]2[C:16](=[CH:15][CH:14]=[C:13]([C:10]3[CH2:11][CH2:12][C@:8]([C:4]4[CH:5]=[CH:6][CH:7]=[C:2]([F:1])[C:3]=4[CH3:26])([C:22]([O:24][CH3:25])=[O:23])[CH:9]=3)[CH:21]=2)[CH:17]=[N:18]1. The yield is 0.280. (2) The reactants are [CH3:1][C:2]1([CH3:11])[O:6][C:5]2[CH:7]=[CH:8][CH:9]=[CH:10][C:4]=2[CH2:3]1.[Br:12]N1C(=O)CCC1=O.CCOCC. The catalyst is ClC(Cl)C. The product is [Br:12][C:9]1[CH:8]=[CH:7][C:5]2[O:6][C:2]([CH3:11])([CH3:1])[CH2:3][C:4]=2[CH:10]=1. The yield is 0.790. (3) The reactants are C(O[C:6]([N:8]1[CH2:13][CH2:12][O:11][C@H:10]([CH2:14][OH:15])[CH2:9]1)=O)(C)(C)C.[H-].[H-].[H-].[H-].[Li+].[Al+3]. The catalyst is C1COCC1. The product is [CH3:6][N:8]1[CH2:13][CH2:12][O:11][C@H:10]([CH2:14][OH:15])[CH2:9]1. The yield is 0.670. (4) The reactants are [CH2:1]([N:8]([CH2:10][CH2:11][NH:12][C:13](=[O:19])[O:14][C:15]([CH3:18])([CH3:17])[CH3:16])C)C1C=CC=CC=1. The catalyst is CO.O.[OH-].[OH-].[Pd+2]. The product is [CH3:1][NH:8][CH2:10][CH2:11][NH:12][C:13](=[O:19])[O:14][C:15]([CH3:17])([CH3:16])[CH3:18]. The yield is 0.940. (5) The reactants are [C:1]([O:5][C:6]([C@@H:8]([C:14]1[CH:19]=[C:18]([N+]([O-])=O)[CH:17]=[CH:16][C:15]=1[S:23][CH:24]([CH3:26])[CH3:25])[CH2:9][C:10]([O:12][CH3:13])=[O:11])=[O:7])([CH3:4])([CH3:3])[CH3:2].[H][H].Cl[C:30]([O:32][CH3:33])=[O:31]. The yield is 0.800. The catalyst is CO.CCOC(C)=O.[Pd]. The product is [C:1]([O:5][C:6]([C@@H:8]([C:14]1[CH:19]=[C:18]([C:30]([O:32][CH3:33])=[O:31])[CH:17]=[CH:16][C:15]=1[S:23][CH:24]([CH3:26])[CH3:25])[CH2:9][C:10]([O:12][CH3:13])=[O:11])=[O:7])([CH3:4])([CH3:3])[CH3:2]. (6) The product is [I:13][C:11]1[C:4]2[C:5](=[N:6][CH:7]=[N:8][C:3]=2[N:2]([CH3:12])[CH3:1])[NH:9][N:10]=1. The yield is 0.460. The catalyst is CN(C=O)C. The reactants are [CH3:1][N:2]([CH3:12])[C:3]1[N:8]=[CH:7][N:6]=[C:5]2[NH:9][N:10]=[CH:11][C:4]=12.[I:13]N1C(=O)CCC1=O.